Dataset: Forward reaction prediction with 1.9M reactions from USPTO patents (1976-2016). Task: Predict the product of the given reaction. (1) Given the reactants [F:1][C:2]([F:9])([F:8])[C:3]([O:5]CC)=O.C[O-].[Na+].CO.[C:15]1(=[O:25])[C:24]2[C:19](=[CH:20][CH:21]=[CH:22][CH:23]=2)[CH2:18][CH2:17][CH2:16]1.Cl, predict the reaction product. The product is: [F:9][C:2]([F:1])([F:8])[C:3]([CH:16]1[CH2:17][CH2:18][C:19]2[C:24](=[CH:23][CH:22]=[CH:21][CH:20]=2)[C:15]1=[O:25])=[O:5]. (2) Given the reactants Cl[C:2]1[CH:7]=[C:6]([C:8]2[CH:13]=[CH:12][CH:11]=[C:10]([F:14])[CH:9]=2)[N:5]=[CH:4][N:3]=1.[CH2:15]([OH:18])[C:16]#[CH:17].[H-].[Na+].O, predict the reaction product. The product is: [F:14][C:10]1[CH:9]=[C:8]([C:6]2[CH:7]=[C:2]([O:18][CH2:15][C:16]#[CH:17])[N:3]=[CH:4][N:5]=2)[CH:13]=[CH:12][CH:11]=1. (3) Given the reactants F[C:2]1[CH:7]=[CH:6][C:5]([N+:8]([O-:10])=[O:9])=[CH:4][CH:3]=1.[CH3:11][N:12]([CH:16]1[CH2:20][CH2:19][NH:18][CH2:17]1)[C:13](=[O:15])[CH3:14].C(=O)([O-])[O-].[Cs+].[Cs+].O, predict the reaction product. The product is: [CH3:11][N:12]([CH:16]1[CH2:20][CH2:19][N:18]([C:2]2[CH:7]=[CH:6][C:5]([N+:8]([O-:10])=[O:9])=[CH:4][CH:3]=2)[CH2:17]1)[C:13](=[O:15])[CH3:14]. (4) The product is: [F:10][C:6]1[CH:7]=[CH:8][CH:9]=[C:2]2[C:3]=1[CH2:4][NH:5][C:11]([CH3:12])=[N:1]2. Given the reactants [NH2:1][C:2]1[CH:9]=[CH:8][CH:7]=[C:6]([F:10])[C:3]=1[CH2:4][NH2:5].[C:11](OCC)(OCC)(OCC)[CH3:12], predict the reaction product. (5) Given the reactants [C:1]12([NH:6][C:7]([C:9]3[CH:10]=[C:11]([C:15]4[C:16]([CH2:35][CH2:36][C:37]([O:39]C)=[O:38])=[CH:17][C:18]5[O:22][C:21]([C:23]6[CH:28]=[CH:27][C:26]([F:29])=[CH:25][CH:24]=6)=[C:20]([C:30](=[O:33])[NH:31][CH3:32])[C:19]=5[CH:34]=4)[CH:12]=[CH:13][CH:14]=3)=[O:8])[CH2:5][CH:3]([CH2:4]1)[CH2:2]2.[OH-].[Na+], predict the reaction product. The product is: [C:1]12([NH:6][C:7]([C:9]3[CH:10]=[C:11]([C:15]4[C:16]([CH2:35][CH2:36][C:37]([OH:39])=[O:38])=[CH:17][C:18]5[O:22][C:21]([C:23]6[CH:28]=[CH:27][C:26]([F:29])=[CH:25][CH:24]=6)=[C:20]([C:30](=[O:33])[NH:31][CH3:32])[C:19]=5[CH:34]=4)[CH:12]=[CH:13][CH:14]=3)=[O:8])[CH2:5][CH:3]([CH2:2]1)[CH2:4]2. (6) The product is: [CH:9]1([CH2:12][NH:13][C:33]([C:29]2[S:28][C:27]([C:25]3[CH:24]=[N:23][CH:22]=[C:21]([N:20]([CH2:19][C:18]4[CH:37]=[CH:38][C:15]([F:14])=[CH:16][CH:17]=4)[CH3:36])[N:26]=3)=[N:31][C:30]=2[CH3:32])=[O:34])[CH2:11][CH2:10]1. Given the reactants C(N)C1C=CC=CC=1.[CH:9]1([CH2:12][NH2:13])[CH2:11][CH2:10]1.[F:14][C:15]1[CH:38]=[CH:37][C:18]([CH2:19][N:20]([CH3:36])[C:21]2[N:26]=[C:25]([C:27]3[S:28][C:29]([C:33](O)=[O:34])=[C:30]([CH3:32])[N:31]=3)[CH:24]=[N:23][CH:22]=2)=[CH:17][CH:16]=1, predict the reaction product.